This data is from Reaction yield outcomes from USPTO patents with 853,638 reactions. The task is: Predict the reaction yield, written as a fraction of the theoretical maximum amount of product (1.0 means a 100% yield; for example, 0.34 means a 34% yield). (1) The reactants are C([O:3][C:4](=[O:25])[CH2:5][N:6]1[C:10]2([CH2:15][CH2:14][CH2:13][CH2:12][CH2:11]2)[N:9]=[C:8]([C:16]2[CH:21]=[CH:20][C:19]([C:22]#[N:23])=[CH:18][CH:17]=2)[C:7]1=[O:24])C.[OH-].[Na+]. The catalyst is CO. The product is [C:22]([C:19]1[CH:18]=[CH:17][C:16]([C:8]2[C:7](=[O:24])[N:6]([CH2:5][C:4]([OH:25])=[O:3])[C:10]3([CH2:15][CH2:14][CH2:13][CH2:12][CH2:11]3)[N:9]=2)=[CH:21][CH:20]=1)#[N:23]. The yield is 0.570. (2) The reactants are [Br:1][C:2]1[CH:3]=[C:4]([C:7]([O:9][CH3:10])=[O:8])[O:5][CH:6]=1.C1C(=O)N([Cl:18])C(=O)C1. The catalyst is CN(C)C=O. The product is [Br:1][C:2]1[CH:3]=[C:4]([C:7]([O:9][CH3:10])=[O:8])[O:5][C:6]=1[Cl:18]. The yield is 0.750.